The task is: Predict the reactants needed to synthesize the given product.. This data is from Full USPTO retrosynthesis dataset with 1.9M reactions from patents (1976-2016). Given the product [C:16]([O:15][C:13]([NH:8][C@H:7]([CH2:11][CH2:10][C:9]([C:22]1[CH:27]=[C:26]([F:28])[C:25]([F:29])=[CH:24][C:23]=1[F:30])=[O:12])[C:5]([O:4][CH2:3][CH3:2])=[O:6])=[O:14])([CH3:19])([CH3:18])[CH3:17], predict the reactants needed to synthesize it. The reactants are: [Mg].[CH3:2][CH2:3][O:4][C:5]([C@H:7]1[CH2:11][CH2:10][C:9](=[O:12])[N:8]1[C:13]([O:15][C:16]([CH3:19])([CH3:18])[CH3:17])=[O:14])=[O:6].O.Br[C:22]1[CH:27]=[C:26]([F:28])[C:25]([F:29])=[CH:24][C:23]=1[F:30].